This data is from Forward reaction prediction with 1.9M reactions from USPTO patents (1976-2016). The task is: Predict the product of the given reaction. (1) The product is: [CH3:1][S:2][C:3]1[S:7][C:6]2=[N:8][C:9]([C:11]([Cl:17])=[O:13])=[CH:10][N:5]2[N:4]=1. Given the reactants [CH3:1][S:2][C:3]1[S:7][C:6]2=[N:8][C:9]([C:11]([OH:13])=O)=[CH:10][N:5]2[N:4]=1.C(Cl)(=O)C([Cl:17])=O, predict the reaction product. (2) Given the reactants [CH2:1]([C:8]1[CH:9]=[N:10][C:11]2[C:16]([C:17]=1[C:18]1[CH:19]=[C:20]([NH2:24])[CH:21]=[CH:22][CH:23]=1)=[CH:15][CH:14]=[CH:13][C:12]=2[C:25]([F:28])([F:27])[F:26])[C:2]1[CH:7]=[CH:6][CH:5]=[CH:4][CH:3]=1.[CH3:29][C:30]1[CH:31]=[C:32]([CH:35]=[CH:36][CH:37]=1)[CH:33]=O, predict the reaction product. The product is: [CH2:1]([C:8]1[CH:9]=[N:10][C:11]2[C:16]([C:17]=1[C:18]1[CH:19]=[C:20]([N:24]([CH2:25][C:12]3[CH:13]=[CH:14][CH:15]=[C:16]([CH3:17])[CH:11]=3)[CH2:29][C:30]3[CH:37]=[CH:36][CH:35]=[C:32]([CH3:33])[CH:31]=3)[CH:21]=[CH:22][CH:23]=1)=[CH:15][CH:14]=[CH:13][C:12]=2[C:25]([F:28])([F:26])[F:27])[C:2]1[CH:3]=[CH:4][CH:5]=[CH:6][CH:7]=1. (3) Given the reactants Cl.[F:2][C:3]1[CH:8]=[C:7]([S:9]([CH3:12])(=[O:11])=[O:10])[CH:6]=[CH:5][C:4]=1[NH:13][C:14]1[C:15]2[O:22][CH:21]=[C:20]([CH:23]3[CH2:28][CH2:27][NH:26][CH2:25][CH2:24]3)[C:16]=2[N:17]=[CH:18][N:19]=1.Cl[C:30]([O:32][CH2:33][C:34]1[CH:39]=[CH:38][CH:37]=[CH:36][CH:35]=1)=[O:31].O, predict the reaction product. The product is: [F:2][C:3]1[CH:8]=[C:7]([S:9]([CH3:12])(=[O:10])=[O:11])[CH:6]=[CH:5][C:4]=1[NH:13][C:14]1[C:15]2[O:22][CH:21]=[C:20]([CH:23]3[CH2:28][CH2:27][N:26]([C:30]([O:32][CH2:33][C:34]4[CH:39]=[CH:38][CH:37]=[CH:36][CH:35]=4)=[O:31])[CH2:25][CH2:24]3)[C:16]=2[N:17]=[CH:18][N:19]=1. (4) Given the reactants [Cl:1][C:2]1[CH:30]=[CH:29][C:5]([CH2:6][O:7][C:8]2[C:13]3=[CH:14][CH:15]=[C:16]4[C:25]([N:24]=[C:23]5[C:18]([CH:19]=[CH:20][CH:21]=[C:22]5[C:26]([OH:28])=O)=[N:17]4)=[C:12]3[CH:11]=[CH:10][CH:9]=2)=[CH:4][CH:3]=1.[CH3:31][N:32]([CH3:36])[CH2:33][CH2:34][NH2:35], predict the reaction product. The product is: [CH3:31][N:32]([CH3:36])[CH2:33][CH2:34][NH:35][C:26]([C:22]1[C:23]2[C:18](=[N:17][C:16]3[C:25]([N:24]=2)=[C:12]2[CH:11]=[CH:10][CH:9]=[C:8]([O:7][CH2:6][C:5]4[CH:4]=[CH:3][C:2]([Cl:1])=[CH:30][CH:29]=4)[C:13]2=[CH:14][CH:15]=3)[CH:19]=[CH:20][CH:21]=1)=[O:28]. (5) Given the reactants [CH3:1][CH:2]1[CH2:7][CH2:6][CH2:5][CH:4]([CH3:8])[C:3]1=[O:9].O1CC[CH2:12][CH2:11]1.[Li], predict the reaction product. The product is: [C:11]([C:3]1([OH:9])[CH:4]([CH3:8])[CH2:5][CH2:6][CH2:7][CH:2]1[CH3:1])#[CH:12].